The task is: Predict the product of the given reaction.. This data is from Forward reaction prediction with 1.9M reactions from USPTO patents (1976-2016). (1) Given the reactants Br[CH2:2][C:3]1[NH:8][C:7]([C:9]2[S:10][CH:11]=[CH:12][N:13]=2)=[N:6][CH:5]([C:14]2[CH:19]=[CH:18][C:17]([Cl:20])=[CH:16][C:15]=2[Cl:21])[C:4]=1[C:22]([O:24][CH2:25][CH3:26])=[O:23].[NH:27]1[CH2:32][CH2:31][O:30][CH2:29][C@H:28]1[C:33]([OH:35])=[O:34], predict the reaction product. The product is: [Cl:21][C:15]1[CH:16]=[C:17]([Cl:20])[CH:18]=[CH:19][C:14]=1[CH:5]1[N:6]=[C:7]([C:9]2[S:10][CH:11]=[CH:12][N:13]=2)[NH:8][C:3]([CH2:2][N:27]2[CH2:32][CH2:31][O:30][CH2:29][C@H:28]2[C:33]([OH:35])=[O:34])=[C:4]1[C:22]([O:24][CH2:25][CH3:26])=[O:23]. (2) Given the reactants [Cl:1][C:2]1[CH:3]=[CH:4][C:5]([CH3:12])=[C:6]([NH:8][C:9](=[O:11])[CH3:10])[CH:7]=1.[Cl:13][CH2:14][C:15](Cl)=[O:16].[Cl-].[Al+3].[Cl-].[Cl-], predict the reaction product. The product is: [Cl:1][C:2]1[C:3]([C:15](=[O:16])[CH2:14][Cl:13])=[CH:4][C:5]([CH3:12])=[C:6]([NH:8][C:9](=[O:11])[CH3:10])[CH:7]=1. (3) Given the reactants [Cl:1][C:2]1[CH:3]=[C:4]([C:8]#[C:9][C:10]2[N:11]=[C:12]([CH3:15])[NH:13][CH:14]=2)[CH:5]=[CH:6][CH:7]=1.Cl[C:17]1[N:22]=[C:21]([CH3:23])[CH:20]=[CH:19][N:18]=1, predict the reaction product. The product is: [Cl:1][C:2]1[CH:3]=[C:4]([C:8]#[C:9][C:10]2[N:11]=[C:12]([CH3:15])[N:13]([C:17]3[N:22]=[C:21]([CH3:23])[CH:20]=[CH:19][N:18]=3)[CH:14]=2)[CH:5]=[CH:6][CH:7]=1. (4) The product is: [Br:1][C:2]1[CH:3]=[CH:4][C:5]2[C:9]3[N:13]([CH:14]4[CH2:18][CH2:17][CH2:16][CH2:15]4)[N:12]=[CH:11][C:10]=3[C:24](=[O:25])[NH:7][C:6]=2[CH:8]=1. Given the reactants [Br:1][C:2]1[CH:3]=[CH:4][C:5]([C:9]2[N:13]([CH:14]3[CH2:18][CH2:17][CH2:16][CH2:15]3)[N:12]=[CH:11][CH:10]=2)=[C:6]([CH:8]=1)[NH2:7].C1N=CN([C:24](N2C=NC=C2)=[O:25])C=1, predict the reaction product.